This data is from M1 muscarinic receptor antagonist screen with 61,756 compounds. The task is: Binary Classification. Given a drug SMILES string, predict its activity (active/inactive) in a high-throughput screening assay against a specified biological target. (1) The drug is O1N=C(CC1COc1c(NC(=O)C)cccc1)c1cc(OC)c(OC)cc1. The result is 0 (inactive). (2) The compound is O1CCN(CC1)c1ccc(n2c(ccc2C)C)cc1. The result is 0 (inactive). (3) The compound is O(CCCC)c1c(C(=O)NCCCCCC(O)=O)cccc1. The result is 0 (inactive). (4) The drug is n1(nnnc1C(N1CCc2c(C1)cccc2)c1ccc(N(C)C)cc1)C(C)(C)C. The result is 0 (inactive). (5) The drug is S(=O)(=O)(Nc1nc(ccn1)C)c1ccc(N\C=C2\C(=O)CC(CC2=O)(C)C)cc1. The result is 0 (inactive). (6) The result is 0 (inactive). The molecule is Clc1c(S(=O)(=O)N2CCN(CC2)CC)cc(OCC(=O)NC2CCCCC2)c(c1)C. (7) The compound is S(=O)(=O)(Nc1noc(c1)C)c1ccc(NC(=O)C(Oc2cc3oc(=O)cc(c3cc2)C)C)cc1. The result is 0 (inactive). (8) The compound is O=C(NCc1cccnc1)Cn1c2c(c(c1C)C#N)cccc2. The result is 0 (inactive). (9) The molecule is S(c1ncccc1c1[nH]c2c(n1)cc(c(c2)C)C)CC(=O)NCc1occc1. The result is 0 (inactive). (10) The drug is S(=O)(=O)(c1c(NC(=O)C)cc(C(=O)N2CCCC2)cc1)c1ccc(cc1)C. The result is 0 (inactive).